From a dataset of Carcinogenicity classification data from Lagunin et al.. Regression/Classification. Given a drug SMILES string, predict its toxicity properties. Task type varies by dataset: regression for continuous values (e.g., LD50, hERG inhibition percentage) or binary classification for toxic/non-toxic outcomes (e.g., AMES mutagenicity, cardiotoxicity, hepatotoxicity). Dataset: carcinogens_lagunin. (1) The molecule is COc1ccc2c(c1OC)C(=O)O[C@@H]2[C@H]1c2cc3c(cc2CCN1C)OCO3. The result is 0 (non-carcinogenic). (2) The drug is Cc1cc(C)cc(S(=O)(=O)O)c1. The result is 1 (carcinogenic).